Dataset: Catalyst prediction with 721,799 reactions and 888 catalyst types from USPTO. Task: Predict which catalyst facilitates the given reaction. (1) Reactant: [CH2:1]([C:3]1[CH:18]=[CH:17][C:6]([O:7][C:8]2[C:9]([N+:14]([O-])=O)=[N:10][CH:11]=[CH:12][CH:13]=2)=[C:5]([O:19][CH3:20])[CH:4]=1)[CH3:2].C.O.NN. Product: [CH2:1]([C:3]1[CH:18]=[CH:17][C:6]([O:7][C:8]2[C:9]([NH2:14])=[N:10][CH:11]=[CH:12][CH:13]=2)=[C:5]([O:19][CH3:20])[CH:4]=1)[CH3:2]. The catalyst class is: 5. (2) Reactant: [C:1]([NH:5][C:6]1[CH:45]=[CH:44][C:9]([CH2:10][NH:11][C:12]([C@@H:14]2[CH2:19][C@H:18]([NH:20][C:21]3[N:26]=[C:25]([C:27]4[C:35]5[C:30](=[CH:31][CH:32]=[CH:33][CH:34]=5)[NH:29][CH:28]=4)[C:24]([Cl:36])=[CH:23][N:22]=3)[CH2:17][N:16](C(OC(C)(C)C)=O)[CH2:15]2)=[O:13])=[CH:8][CH:7]=1)(=[O:4])[CH:2]=[CH2:3]. Product: [C:1]([NH:5][C:6]1[CH:7]=[CH:8][C:9]([CH2:10][NH:11][C:12]([C@@H:14]2[CH2:19][C@H:18]([NH:20][C:21]3[N:26]=[C:25]([C:27]4[C:35]5[C:30](=[CH:31][CH:32]=[CH:33][CH:34]=5)[NH:29][CH:28]=4)[C:24]([Cl:36])=[CH:23][N:22]=3)[CH2:17][NH:16][CH2:15]2)=[O:13])=[CH:44][CH:45]=1)(=[O:4])[CH:2]=[CH2:3]. The catalyst class is: 137. (3) The catalyst class is: 1. Product: [CH3:29][O:28][C:26]([C:12]1[CH:13]=[C:14]2[C:9](=[CH:10][CH:11]=1)[N:8]([CH3:21])[C:7]1[C:6]3[CH:1]=[CH:2][CH:3]=[CH:4][C:5]=3[S:17][CH2:16][C:15]2=1)=[O:27]. Reactant: [CH:1]1[C:6]2[C:7]3[NH:8][C:9]4[C:14]([C:15]=3[CH2:16][S:17][C:5]=2[CH:4]=[C:3](O)[CH:2]=1)=[CH:13][C:12](O)=[CH:11][CH:10]=4.[Li][CH2:21]CCC.Cl[C:26]([O:28][CH3:29])=[O:27]. (4) The catalyst class is: 2. Reactant: F[C:2](F)(F)[C:3](O)=[O:4].[Cl:8][C:9]1[CH:14]=[CH:13][C:12]([C:15]2[N:19]([C:20]3[CH:25]=[CH:24][CH:23]=[CH:22][C:21]=3[O:26][CH3:27])[N:18]=[C:17]([O:28][CH:29]3[CH2:34][CH2:33][NH:32][CH2:31][CH2:30]3)[CH:16]=2)=[CH:11][CH:10]=1.CCN(CC)CC.C(Cl)(=O)C. Product: [C:3]([N:32]1[CH2:31][CH2:30][CH:29]([O:28][C:17]2[CH:16]=[C:15]([C:12]3[CH:13]=[CH:14][C:9]([Cl:8])=[CH:10][CH:11]=3)[N:19]([C:20]3[CH:25]=[CH:24][CH:23]=[CH:22][C:21]=3[O:26][CH3:27])[N:18]=2)[CH2:34][CH2:33]1)(=[O:4])[CH3:2]. (5) Reactant: Br[C:2]1[CH:3]=[C:4]([C:8]2[CH:13]=[CH:12][CH:11]=[CH:10][N:9]=2)[CH:5]=[CH:6][CH:7]=1.C([Li])CCC.[CH2:19]([O:26][C:27]1[C:34]([C:35]([CH3:38])([CH3:37])[CH3:36])=[CH:33][CH:32]=[CH:31][C:28]=1[CH:29]=[O:30])[C:20]1[CH:25]=[CH:24][CH:23]=[CH:22][CH:21]=1.[Cl-].[NH4+]. Product: [CH2:19]([O:26][C:27]1[C:34]([C:35]([CH3:36])([CH3:38])[CH3:37])=[CH:33][CH:32]=[CH:31][C:28]=1[CH:29]([C:2]1[CH:7]=[CH:6][CH:5]=[C:4]([C:8]2[CH:13]=[CH:12][CH:11]=[CH:10][N:9]=2)[CH:3]=1)[OH:30])[C:20]1[CH:21]=[CH:22][CH:23]=[CH:24][CH:25]=1. The catalyst class is: 7. (6) Reactant: [CH2:1]([O:3][C:4]1[CH:9]=[CH:8][C:7]([C:10]#[C:11][C:12]2[CH:17]=[CH:16][C:15]([CH:18]([NH:20]C(=O)OC(C)(C)C)[CH3:19])=[CH:14][CH:13]=2)=[CH:6][CH:5]=1)[CH3:2].Cl. Product: [CH2:1]([O:3][C:4]1[CH:9]=[CH:8][C:7]([C:10]#[C:11][C:12]2[CH:13]=[CH:14][C:15]([CH:18]([NH2:20])[CH3:19])=[CH:16][CH:17]=2)=[CH:6][CH:5]=1)[CH3:2]. The catalyst class is: 25. (7) Reactant: [CH3:1][N:2]([CH3:6])[CH2:3][CH2:4][OH:5].C(N(CC)CC)C.[CH3:14][S:15](Cl)(=[O:17])=[O:16]. Product: [CH3:14][S:15]([O:5][CH2:4][CH2:3][N:2]([CH3:6])[CH3:1])(=[O:17])=[O:16]. The catalyst class is: 1.